Dataset: Forward reaction prediction with 1.9M reactions from USPTO patents (1976-2016). Task: Predict the product of the given reaction. (1) Given the reactants [Cl:1][C:2]1[CH:3]=[N:4][CH:5]=[CH:6][C:7]=1[NH2:8].Br[CH:10]([CH3:12])[CH3:11].C([O-])(O)=O.[Na+], predict the reaction product. The product is: [Cl:1][C:2]1[CH:3]=[N:4][CH:5]=[CH:6][C:7]=1[NH:8][CH:10]([CH3:12])[CH3:11]. (2) The product is: [CH3:61][O:62][C:63](=[O:67])[CH2:64][CH2:65][NH:66][C:20](=[O:21])[C:19]1[CH:23]=[CH:24][C:16]([C:13]2[C:12]([C:25]3[CH:30]=[CH:29][C:28]([CH:31]4[CH2:32][CH2:33][CH2:34][CH2:35][CH2:36]4)=[CH:27][CH:26]=3)=[C:11]([C:9](=[O:10])[C:8]3[CH:7]=[CH:6][C:5]([C:1]([CH3:2])([CH3:3])[CH3:4])=[CH:38][CH:37]=3)[O:15][N:14]=2)=[CH:17][CH:18]=1. Given the reactants [C:1]([C:5]1[CH:38]=[CH:37][C:8]([C:9]([C:11]2[O:15][N:14]=[C:13]([C:16]3[CH:24]=[CH:23][C:19]([C:20](O)=[O:21])=[CH:18][CH:17]=3)[C:12]=2[C:25]2[CH:30]=[CH:29][C:28]([CH:31]3[CH2:36][CH2:35][CH2:34][CH2:33][CH2:32]3)=[CH:27][CH:26]=2)=[O:10])=[CH:7][CH:6]=1)([CH3:4])([CH3:3])[CH3:2].C1C=NC2N(O)N=NC=2C=1.CCN=C=NCCCN(C)C.Cl.[CH3:61][O:62][C:63](=[O:67])[CH2:64][CH2:65][NH2:66].CCN(C(C)C)C(C)C, predict the reaction product. (3) Given the reactants [Cl:1][C:2]1[C:10]([CH3:11])=[CH:9][CH:8]=[C:7]2[C:3]=1[CH:4]([OH:22])[N:5]([C:13]([CH3:21])([C:15]1[CH:20]=[CH:19][CH:18]=[CH:17][CH:16]=1)[CH3:14])[C:6]2=[O:12].CN(CCN(C)C)C.[I:31]I, predict the reaction product. The product is: [Cl:1][C:2]1[C:10]([CH3:11])=[CH:9][C:8]([I:31])=[C:7]2[C:3]=1[CH:4]([OH:22])[N:5]([C:13]([CH3:14])([C:15]1[CH:16]=[CH:17][CH:18]=[CH:19][CH:20]=1)[CH3:21])[C:6]2=[O:12]. (4) Given the reactants [NH2:1][CH2:2][C@H:3]1[CH2:8][CH2:7][CH2:6][N:5]([C:9]([O:11][C:12]([CH3:15])([CH3:14])[CH3:13])=[O:10])[CH2:4]1.F[C:17]1[CH:22]=[CH:21][CH:20]=[CH:19][C:18]=1[N+:23]([O-:25])=[O:24].C([O-])([O-])=O.[K+].[K+], predict the reaction product. The product is: [N+:23]([C:18]1[CH:19]=[CH:20][CH:21]=[CH:22][C:17]=1[NH:1][CH2:2][C@H:3]1[CH2:8][CH2:7][CH2:6][N:5]([C:9]([O:11][C:12]([CH3:15])([CH3:14])[CH3:13])=[O:10])[CH2:4]1)([O-:25])=[O:24]. (5) Given the reactants [CH3:1][S:2][CH2:3][CH2:4][OH:5].[H-].[Na+].Br[CH:9]([CH3:13])[C:10]([OH:12])=[O:11], predict the reaction product. The product is: [CH3:1][S:2][CH2:3][CH2:4][O:5][CH:9]([CH3:13])[C:10]([OH:12])=[O:11]. (6) The product is: [C:21]([O:25][C:26]([N:28]1[C:37]2[C:32](=[CH:33][CH:34]=[CH:35][CH:36]=2)[N:31]([C:2]2[CH:7]=[CH:6][C:5]([N:8]3[CH2:13][CH2:12][CH:11]([O:14][C:15]4[CH:20]=[CH:19][N:18]=[CH:17][CH:16]=4)[CH2:10][CH2:9]3)=[CH:4][CH:3]=2)[CH2:30][CH2:29]1)=[O:27])([CH3:24])([CH3:22])[CH3:23]. Given the reactants Br[C:2]1[CH:7]=[CH:6][C:5]([N:8]2[CH2:13][CH2:12][CH:11]([O:14][C:15]3[CH:20]=[CH:19][N:18]=[CH:17][CH:16]=3)[CH2:10][CH2:9]2)=[CH:4][CH:3]=1.[C:21]([O:25][C:26]([N:28]1[C:37]2[C:32](=[CH:33][CH:34]=[CH:35][CH:36]=2)[NH:31][CH2:30][CH2:29]1)=[O:27])([CH3:24])([CH3:23])[CH3:22].CC(C)([O-])C.[Na+].C(OCC)(=O)C, predict the reaction product. (7) Given the reactants [NH2:1][C:2]1[O:6][N:5]=[C:4]([CH3:7])[C:3]=1[Br:8].[C:9]1([S:15][C:16]2[CH:20]=[CH:19][S:18][C:17]=2[S:21](Cl)(=[O:23])=[O:22])[CH:14]=[CH:13][CH:12]=[CH:11][CH:10]=1, predict the reaction product. The product is: [Br:8][C:3]1[C:4]([CH3:7])=[N:5][O:6][C:2]=1[NH:1][S:21]([C:17]1[S:18][CH:19]=[CH:20][C:16]=1[S:15][C:9]1[CH:14]=[CH:13][CH:12]=[CH:11][CH:10]=1)(=[O:23])=[O:22].